From a dataset of Forward reaction prediction with 1.9M reactions from USPTO patents (1976-2016). Predict the product of the given reaction. (1) Given the reactants [OH:1][C:2]1[CH:11]=[CH:10][C:5]2[C:6](=[O:9])[CH2:7][O:8][C:4]=2[CH:3]=1.[CH3:12][C:13]1[NH:14][C:15]2[C:20]([C:21]=1[CH:22]=O)=[CH:19][CH:18]=[CH:17][CH:16]=2.Cl, predict the reaction product. The product is: [OH:1][C:2]1[CH:11]=[CH:10][C:5]2[C:6](=[O:9])/[C:7](=[CH:22]/[C:21]3[C:20]4[C:15](=[CH:16][CH:17]=[CH:18][CH:19]=4)[NH:14][C:13]=3[CH3:12])/[O:8][C:4]=2[CH:3]=1. (2) The product is: [CH2:6]([NH:8][C@H:9]([C:14]([NH:36][C@@H:33]1[C@@H:31]2[C@@H:30]([CH2:29][N:28]([S:25]([C:22]3[CH:21]=[CH:20][C:19]([C:18]([F:17])([F:37])[F:38])=[CH:24][CH:23]=3)(=[O:26])=[O:27])[CH2:32]2)[CH2:35][CH2:34]1)=[O:16])[CH2:10][CH2:11][CH3:13])[C:40]([CH3:45])([CH3:41])[CH3:39]. Given the reactants C(O[C:6]([NH:8][C@H:9]([C:14]([OH:16])=O)[CH2:10][CH:11]([CH3:13])C)=O)(C)(C)C.[F:17][C:18]([F:38])([F:37])[C:19]1[CH:24]=[CH:23][C:22]([S:25]([N:28]2[CH2:32][C@@H:31]3[C@@H:33]([NH2:36])[CH2:34][CH2:35][C@@H:30]3[CH2:29]2)(=[O:27])=[O:26])=[CH:21][CH:20]=1.[CH2:39](N1C[C@@H]2[C@@H](N)CC[C@@H]2C1)[C:40]1[CH:45]=CC=C[CH:41]=1, predict the reaction product. (3) Given the reactants [F:1][C:2]([F:18])([S:14]([O-:17])(=[O:16])=[O:15])[C:3]([F:13])([F:12])[CH2:4][CH2:5][O:6][C:7](=[O:11])[C:8]([CH3:10])=[CH2:9].[K+].[Br-].[C:21]1([S+:27]([C:34]2[CH:39]=[CH:38][CH:37]=[CH:36][CH:35]=2)[C:28]2[CH:33]=[CH:32][CH:31]=[CH:30][CH:29]=2)[CH:26]=[CH:25][CH:24]=[CH:23][CH:22]=1.ClCCl, predict the reaction product. The product is: [F:18][C:2]([F:1])([S:14]([O-:17])(=[O:16])=[O:15])[C:3]([F:13])([F:12])[CH2:4][CH2:5][O:6][C:7](=[O:11])[C:8]([CH3:10])=[CH2:9].[C:34]1([S+:27]([C:21]2[CH:22]=[CH:23][CH:24]=[CH:25][CH:26]=2)[C:28]2[CH:33]=[CH:32][CH:31]=[CH:30][CH:29]=2)[CH:35]=[CH:36][CH:37]=[CH:38][CH:39]=1.